Task: Predict the product of the given reaction.. Dataset: Forward reaction prediction with 1.9M reactions from USPTO patents (1976-2016) (1) Given the reactants C(OC(=O)[NH:7][CH:8]1[CH2:10][CH:9]1[C:11]1[CH:16]=[CH:15][C:14]([F:17])=[CH:13][CH:12]=1)(C)(C)C.Cl, predict the reaction product. The product is: [F:17][C:14]1[CH:13]=[CH:12][C:11]([CH:9]2[CH2:10][CH:8]2[NH2:7])=[CH:16][CH:15]=1. (2) Given the reactants [Cl:1][C:2]1[C:3]([O:16][CH3:17])=[CH:4][CH:5]=[C:6]2[C:11]=1[N:10]=[C:9]([C:12](O)=[O:13])[CH:8]=[C:7]2[OH:15].[Cl-].[NH4+].C[N:21](C(ON1N=NC2C=CC=NC1=2)=[N+](C)C)C.F[P-](F)(F)(F)(F)F.CN1CCOCC1, predict the reaction product. The product is: [Cl:1][C:2]1[C:3]([O:16][CH3:17])=[CH:4][CH:5]=[C:6]2[C:11]=1[N:10]=[C:9]([C:12]([NH2:21])=[O:13])[CH:8]=[C:7]2[OH:15].